This data is from Full USPTO retrosynthesis dataset with 1.9M reactions from patents (1976-2016). The task is: Predict the reactants needed to synthesize the given product. (1) The reactants are: [CH:1]1([N:4]2[C:13]3[C:8](=[CH:9][C:10]([F:23])=[C:11]([N:14]4[CH2:19][CH2:18][N:17]([CH2:20][CH2:21][CH3:22])[CH2:16][CH2:15]4)[CH:12]=3)[C:7](=[O:24])[C:6]([C:25]([OH:27])=[O:26])=[CH:5]2)[CH2:3][CH2:2]1.[CH3:28][C:29]1([CH3:36])[O:33][CH:32]([CH2:34]O)[CH2:31][O:30]1.C(N(CC)CC)C.CN(C(ON1N=NC2C=CC=CC1=2)=[N+](C)C)C.F[P-](F)(F)(F)(F)F. Given the product [CH:1]1([N:4]2[C:13]3[C:8](=[CH:9][C:10]([F:23])=[C:11]([N:14]4[CH2:19][CH2:18][N:17]([CH2:20][CH2:21][CH3:22])[CH2:16][CH2:15]4)[CH:12]=3)[C:7](=[O:24])[C:6]([C:25]([O:27][CH2:34][CH:32]3[CH2:31][O:30][C:29]([CH3:36])([CH3:28])[O:33]3)=[O:26])=[CH:5]2)[CH2:3][CH2:2]1, predict the reactants needed to synthesize it. (2) Given the product [Cl:1][C:2]1[CH:7]=[C:6]([Cl:8])[CH:5]=[CH:4][C:3]=1[C:9]1[N:13]2[N:14]=[C:15]([CH3:26])[CH:16]=[C:17]([N:18]3[CH2:19][CH:20]=[C:21]([C:24]([NH2:25])=[O:28])[CH2:22][CH2:23]3)[C:12]2=[CH:11][C:10]=1[CH3:27], predict the reactants needed to synthesize it. The reactants are: [Cl:1][C:2]1[CH:7]=[C:6]([Cl:8])[CH:5]=[CH:4][C:3]=1[C:9]1[N:13]2[N:14]=[C:15]([CH3:26])[CH:16]=[C:17]([N:18]3[CH2:23][CH:22]=[C:21]([C:24]#[N:25])[CH2:20][CH2:19]3)[C:12]2=[CH:11][C:10]=1[CH3:27].[OH:28]S(O)(=O)=O.C([O-])(O)=O.[Na+].CO.C(Cl)Cl. (3) The reactants are: [H-].[Na+].[C:3](=[O:10])([O:7][CH2:8][CH3:9])OCC.[H-].[Na+].C1COCC1.[CH3:18][O:19][C:20]1[CH:21]=[C:22]2[C:27](=[CH:28][CH:29]=1)[C:26](=[O:30])[CH2:25][CH2:24][CH2:23]2. Given the product [CH2:8]([O:7][C:3]([CH:25]1[CH2:24][CH2:23][C:22]2[C:27](=[CH:28][CH:29]=[C:20]([O:19][CH3:18])[CH:21]=2)[C:26]1=[O:30])=[O:10])[CH3:9], predict the reactants needed to synthesize it. (4) Given the product [Br:1][C:2]1[CH:10]=[CH:9][C:5]2[C:6](=[O:8])[C:17]3[C:12]([S:11][C:4]=2[CH:3]=1)=[C:13]([O:18][CH3:19])[CH:14]=[CH:15][CH:16]=3, predict the reactants needed to synthesize it. The reactants are: [Br:1][C:2]1[CH:10]=[CH:9][C:5]([C:6]([OH:8])=O)=[C:4]([S:11][C:12]2[CH:17]=[CH:16][CH:15]=[CH:14][C:13]=2[O:18][CH3:19])[CH:3]=1.BrC1C=CC(C(O)=O)=C(OC2C=CC=CC=2)C=1. (5) Given the product [CH2:1]([O:3][C:4](=[O:12])[C:5]1[CH:10]=[CH:9][C:8]([N:11]=[CH:18][C:17]2[CH:20]=[CH:21][C:14]([Br:13])=[CH:15][CH:16]=2)=[CH:7][CH:6]=1)[CH3:2], predict the reactants needed to synthesize it. The reactants are: [CH2:1]([O:3][C:4](=[O:12])[C:5]1[CH:10]=[CH:9][C:8]([NH2:11])=[CH:7][CH:6]=1)[CH3:2].[Br:13][C:14]1[CH:21]=[CH:20][C:17]([CH:18]=O)=[CH:16][CH:15]=1. (6) Given the product [F:1][C:2]1[N:7]=[C:6]([NH:8][C:9](=[O:15])[O:10][C:11]([CH3:13])([CH3:12])[CH3:14])[CH:5]=[CH:4][CH:3]=1.[C:31]([N:23]([C:16]([O:18][C:19]([CH3:22])([CH3:21])[CH3:20])=[O:17])[C:24]1[CH:29]=[CH:28][CH:27]=[C:26]([F:30])[N:25]=1)([O:33][C:34]([CH3:37])([CH3:36])[CH3:35])=[O:32], predict the reactants needed to synthesize it. The reactants are: [F:1][C:2]1[N:7]=[C:6]([NH:8][C:9](=[O:15])[O:10][C:11]([CH3:14])([CH3:13])[CH3:12])[CH:5]=[CH:4][CH:3]=1.[C:16]([N:23]([C:31]([O:33][C:34]([CH3:37])([CH3:36])[CH3:35])=[O:32])[C:24]1[CH:29]=[CH:28][CH:27]=[C:26]([F:30])[N:25]=1)([O:18][C:19]([CH3:22])([CH3:21])[CH3:20])=[O:17]. (7) Given the product [C:9]([C:17]1[CH:22]=[CH:21][C:20]([C:2]2[CH:7]=[CH:6][C:5]([Br:8])=[CH:4][N:3]=2)=[CH:19][CH:18]=1)(=[O:16])[C:10]1[CH:15]=[CH:14][CH:13]=[CH:12][CH:11]=1, predict the reactants needed to synthesize it. The reactants are: Br[C:2]1[CH:7]=[CH:6][C:5]([Br:8])=[CH:4][N:3]=1.[C:9]([C:17]1[CH:22]=[CH:21][C:20](B(O)O)=[CH:19][CH:18]=1)(=[O:16])[C:10]1[CH:15]=[CH:14][CH:13]=[CH:12][CH:11]=1.C(=O)([O-])[O-].[Na+].[Na+].